From a dataset of Peptide-MHC class II binding affinity with 134,281 pairs from IEDB. Regression. Given a peptide amino acid sequence and an MHC pseudo amino acid sequence, predict their binding affinity value. This is MHC class II binding data. (1) The peptide sequence is VAWQVKLLPVPPTVT. The MHC is HLA-DPA10201-DPB11401 with pseudo-sequence HLA-DPA10201-DPB11401. The binding affinity (normalized) is 0.496. (2) The peptide sequence is GEVEIQFRRVKCKYP. The MHC is DRB1_1201 with pseudo-sequence DRB1_1201. The binding affinity (normalized) is 0.292.